Dataset: TCR-epitope binding with 47,182 pairs between 192 epitopes and 23,139 TCRs. Task: Binary Classification. Given a T-cell receptor sequence (or CDR3 region) and an epitope sequence, predict whether binding occurs between them. (1) The epitope is CLGGLLTMV. The TCR CDR3 sequence is CASSQIGGQGGGNEQFF. Result: 1 (the TCR binds to the epitope). (2) The epitope is TPGPGVRYPL. Result: 0 (the TCR does not bind to the epitope). The TCR CDR3 sequence is CASSPRTSGSYEQYF. (3) The epitope is VLWAHGFEL. The TCR CDR3 sequence is CASSLGWGGDTQYF. Result: 1 (the TCR binds to the epitope). (4) The epitope is TLIGDCATV. The TCR CDR3 sequence is CASSSGGQGFYEQYF. Result: 1 (the TCR binds to the epitope).